This data is from NCI-60 drug combinations with 297,098 pairs across 59 cell lines. The task is: Regression. Given two drug SMILES strings and cell line genomic features, predict the synergy score measuring deviation from expected non-interaction effect. Drug 2: C1=NNC2=C1C(=O)NC=N2. Synergy scores: CSS=2.73, Synergy_ZIP=-11.4, Synergy_Bliss=-10.4, Synergy_Loewe=-30.7, Synergy_HSA=-11.4. Drug 1: CC1CCC2CC(C(=CC=CC=CC(CC(C(=O)C(C(C(=CC(C(=O)CC(OC(=O)C3CCCCN3C(=O)C(=O)C1(O2)O)C(C)CC4CCC(C(C4)OC)OCCO)C)C)O)OC)C)C)C)OC. Cell line: A549.